This data is from Forward reaction prediction with 1.9M reactions from USPTO patents (1976-2016). The task is: Predict the product of the given reaction. (1) Given the reactants [O:1]=[C:2]1[N:6]([C:7]2[CH:14]=[CH:13][C:10]([C:11]#[N:12])=[C:9](C(F)(F)F)[CH:8]=2)[C@@H:5]2[CH2:19][CH2:20][CH2:21][CH2:22][C@H:4]2[NH:3]1.[F:23][C:24]1[CH:29]=[C:28](I)[CH:27]=[CH:26][C:25]=1[NH:31][C:32](=[O:34])[CH3:33], predict the reaction product. The product is: [C:11]([C:10]1[CH:9]=[CH:8][C:7]([N:6]2[C@@H:5]3[CH2:19][CH2:20][CH2:21][CH2:22][C@H:4]3[N:3]([C:28]3[CH:27]=[CH:26][C:25]([NH:31][C:32](=[O:34])[CH3:33])=[C:24]([F:23])[CH:29]=3)[C:2]2=[O:1])=[CH:14][CH:13]=1)#[N:12]. (2) Given the reactants [N:1]1([CH2:6][CH2:7][CH2:8][C:9]2[CH:14]=[CH:13][C:12]([OH:15])=[CH:11][CH:10]=2)[CH:5]=[CH:4][N:3]=[N:2]1.[H-].[Na+].Cl[CH2:19][C:20]1[N:21]=[C:22](/[CH:25]=[CH:26]/[C:27]2[CH:32]=[CH:31][C:30]([C:33]([F:36])([F:35])[F:34])=[CH:29][CH:28]=2)[O:23][CH:24]=1, predict the reaction product. The product is: [F:36][C:33]([F:34])([F:35])[C:30]1[CH:31]=[CH:32][C:27](/[CH:26]=[CH:25]/[C:22]2[O:23][CH:24]=[C:20]([CH2:19][O:15][C:12]3[CH:11]=[CH:10][C:9]([CH2:8][CH2:7][CH2:6][N:1]4[CH:5]=[CH:4][N:3]=[N:2]4)=[CH:14][CH:13]=3)[N:21]=2)=[CH:28][CH:29]=1. (3) Given the reactants [Cl:1][C:2]1[CH:18]=[CH:17][C:5]2[CH2:6][CH2:7][N:8]([C:11](=[O:16])[C:12]([F:15])([F:14])[F:13])[CH2:9][CH2:10][C:4]=2[C:3]=1OS(C(F)(F)F)(=O)=O.[NH2:27][CH2:28][C:29]1[CH:43]=[CH:42][C:32]([C:33]([NH:35][C@H:36]([CH3:41])[C:37]([F:40])([F:39])[F:38])=[O:34])=[C:31]([F:44])[CH:30]=1.C1C=CC(P(C2C(C3C(P(C4C=CC=CC=4)C4C=CC=CC=4)=CC=C4C=3C=CC=C4)=C3C(C=CC=C3)=CC=2)C2C=CC=CC=2)=CC=1.C(=O)([O-])[O-].[Cs+].[Cs+], predict the reaction product. The product is: [Cl:1][C:2]1[CH:18]=[CH:17][C:5]2[CH2:6][CH2:7][N:8]([C:11](=[O:16])[C:12]([F:13])([F:15])[F:14])[CH2:9][CH2:10][C:4]=2[C:3]=1[NH:27][CH2:28][C:29]1[CH:43]=[CH:42][C:32]([C:33](=[O:34])[NH:35][C@H:36]([CH3:41])[C:37]([F:39])([F:40])[F:38])=[C:31]([F:44])[CH:30]=1. (4) The product is: [CH3:12][C@@H:10]1[CH2:9][N:8]([C:13]([O:15][C:16]([CH3:19])([CH3:18])[CH3:17])=[O:14])[C@H:7]([C:4]2[NH:5][CH:6]=[C:2]([C:27]3[CH:28]=[CH:29][C:24]([C:23]#[C:22][Si:21]([CH3:20])([CH3:34])[CH3:33])=[CH:25][CH:26]=3)[N:3]=2)[CH2:11]1. Given the reactants I[C:2]1[N:3]=[C:4]([C@@H:7]2[CH2:11][C@H:10]([CH3:12])[CH2:9][N:8]2[C:13]([O:15][C:16]([CH3:19])([CH3:18])[CH3:17])=[O:14])[NH:5][CH:6]=1.[CH3:20][Si:21]([CH3:34])([CH3:33])[C:22]#[C:23][C:24]1[CH:29]=[CH:28][C:27](B(O)O)=[CH:26][CH:25]=1.C(Cl)Cl.C([O-])(O)=O.[Na+], predict the reaction product. (5) Given the reactants [Br:1][C:2]1[CH:3]=[C:4]2[C:9](=[CH:10][CH:11]=1)[CH:8]=[C:7]([C:12]([OH:14])=[O:13])[CH:6]=[CH:5]2.S(=O)(=O)(O)O.[CH2:20](O)[CH3:21], predict the reaction product. The product is: [CH2:20]([O:13][C:12]([C:7]1[CH:6]=[CH:5][C:4]2[C:9](=[CH:10][CH:11]=[C:2]([Br:1])[CH:3]=2)[CH:8]=1)=[O:14])[CH3:21]. (6) Given the reactants [F:1][C:2]([F:18])([F:17])[C:3]([C:6]1[CH:11]=[CH:10][C:9]([O:12][CH3:13])=[CH:8][C:7]=1[CH2:14][CH2:15][OH:16])(O)[CH3:4].C(N(CC)CC)C.CS(Cl)(=O)=O.COC1C=CC(C(O)(C)C(F)(F)F)=C(CCOS(C)(=O)=O)C=1.Cl, predict the reaction product. The product is: [CH3:13][O:12][C:9]1[CH:8]=[C:7]2[C:6](=[CH:11][CH:10]=1)[C:3]([CH3:4])([C:2]([F:18])([F:17])[F:1])[O:16][CH2:15][CH2:14]2. (7) Given the reactants [Cl:1][C:2]1[CH:7]=[CH:6][C:5]([C:8]2[S:12][C:11]([CH2:13][CH3:14])=[C:10]([CH:15]3[C:19](=[O:20])[CH:18]=[CH:17][CH:16]3[OH:21])[CH:9]=2)=[CH:4][CH:3]=1.CC(C)=O.OS(O)(=O)=O.O=[Cr](=O)=O, predict the reaction product. The product is: [Cl:1][C:2]1[CH:3]=[CH:4][C:5]([C:8]2[S:12][C:11]([CH2:13][CH3:14])=[C:10]([CH:15]3[C:16](=[O:21])[CH:17]=[CH:18][C:19]3=[O:20])[CH:9]=2)=[CH:6][CH:7]=1.